From a dataset of Drug-target binding data from BindingDB using IC50 measurements. Regression. Given a target protein amino acid sequence and a drug SMILES string, predict the binding affinity score between them. We predict pIC50 (pIC50 = -log10(IC50 in M); higher means more potent). Dataset: bindingdb_ic50. (1) The compound is Cc1noc(C)c1-c1ccc2c(c1)C(CCCN1CCN(C)CC1)(c1ccccc1)C(=O)N2. The target protein sequence is MSAESGPGTRLRNLPVMGDGLETSQMSTTQAQAQPQPANAASTNPPPPETSNPNKPKRQTNQLQYLLRVVLKTLWKHQFAWPFQQPVDAVKLNLPDYYKIIKTPMDMGTIKKRLENNYYWNAQECIQDFNTMFTNCYIYNKPGDDIVLMAEALEKLFLQKINELPTEETEIMIVQAKGRGRGRKETGTAKPGVSTVPNTTQASTPPQTQTPQPNPPPVQATPHPFPAVTPDLIVQTPVMTVVPPQPLQTPPPVPPQPQPPPAPAPQPVQSHPPIIAATPQPVKTKKGVKRKADTTTPTTIDPIHEPPSLPPEPKTTKLGQRRESSRPVKPPKKDVPDSQQHPAPEKSSKVSEQLKCCSGILKEMFAKKHAAYAWPFYKPVDVEALGLHDYCDIIKHPMDMSTIKSKLEAREYRDAQEFGADVRLMFSNCYKYNPPDHEVVAMARKLQDVFEMRFAKMPDEPEEPVVAVSSPAVPPPT. The pIC50 is 7.3. (2) The small molecule is CC(C)Nc1nc2c(nc1N1CCC(Oc3ccc(F)cc3F)CC1)C(C)N(C(=O)C(F)F)CC2. The target protein (P46095) has sequence MNASAASLNDSQVVVVAAEGAAAAATAAGGPDTGEWGPPAAAALGAGGGANGSLELSSQLSAGPPGLLLPAVNPWDVLLCVSGTVIAGENALVVALIASTPALRTPMFVLVGSLATADLLAGCGLILHFVFQYLVPSETVSLLTVGFLVASFAASVSSLLAITVDRYLSLYNALTYYSRRTLLGVHLLLAATWTVSLGLGLLPVLGWNCLAERAACSVVRPLARSHVALLSAAFFMVFGIMLHLYVRICQVVWRHAHQIALQQHCLAPPHLAATRKGVGTLAVVLGTFGASWLPFAIYCVVGSHEDPAVYTYATLLPATYNSMINPIIYAFRNQEIQRALWLLLCGCFQSKVPFRSRSPSEV. The pIC50 is 3.9. (3) The compound is CCOC(=O)[C@H](Cc1ccccc1)NC(=O)C(C)(C)C(NC(=O)c1ccc(C#N)cc1)C(C)C. The target protein (P00767) has sequence CGVPAIQPVLSGLARIVNGEDAVPGSWPWQVSLQDSTGFHFCGGSLISEDWVVTAAHCGVTTSDVVVAGEFDQGLETEDTQVLKIGKVFKNPKFSILTVRNDITLLKLATPAQFSETVSAVCLPSADEDFPAGMLCATTGWGKTKYNALKTPDKLQQATLPIVSNTDCRKYWGSRVTDVMICAGASGVSSCMGDSGGPLVCQKNGAWTLAGIVSWGSSTCSTSTPAVYARVTALMPWVQETLAAN. The pIC50 is 5.7.